Dataset: Catalyst prediction with 721,799 reactions and 888 catalyst types from USPTO. Task: Predict which catalyst facilitates the given reaction. (1) Product: [NH2:27][C@H:28]([C:34]([OH:36])=[O:35])[CH2:29][CH2:30][CH2:31][CH2:32][NH2:33].[CH2:4]1[C:5]2([CH2:10][CH2:9][CH2:8][C:7]([CH2:11][O:12][C:13]3[CH:14]=[CH:15][C:16]([C@H:19]([C:24]#[C:25][CH3:26])[CH2:20][C:21]([OH:23])=[O:22])=[CH:17][CH:18]=3)=[CH:6]2)[CH2:1][CH2:2][CH2:3]1. Reactant: [CH2:1]1[C:5]2([CH2:10][CH2:9][CH2:8][C:7]([CH2:11][O:12][C:13]3[CH:18]=[CH:17][C:16]([C@H:19]([C:24]#[C:25][CH3:26])[CH2:20][C:21]([OH:23])=[O:22])=[CH:15][CH:14]=3)=[CH:6]2)[CH2:4][CH2:3][CH2:2]1.[NH2:27][C@H:28]([C:34]([OH:36])=[O:35])[CH2:29][CH2:30][CH2:31][CH2:32][NH2:33]. The catalyst class is: 378. (2) Reactant: C(Cl)(=O)C(Cl)=O.[C:7]1([CH2:13][N:14]2[CH2:19][CH2:18][O:17][CH:16]([C:20]([OH:22])=O)[CH2:15]2)[CH:12]=[CH:11][CH:10]=[CH:9][CH:8]=1.CN(C=O)C.C(N(CC)CC)C.[NH2:35][CH2:36][C:37]([C:39]1[CH:44]=[CH:43][CH:42]=[C:41]([Cl:45])[CH:40]=1)=[O:38]. Product: [Cl:45][C:41]1[CH:40]=[C:39]([C:37](=[O:38])[CH2:36][NH:35][C:20]([CH:16]2[O:17][CH2:18][CH2:19][N:14]([CH2:13][C:7]3[CH:8]=[CH:9][CH:10]=[CH:11][CH:12]=3)[CH2:15]2)=[O:22])[CH:44]=[CH:43][CH:42]=1. The catalyst class is: 34.